From a dataset of B-cell epitopes from IEDB database with 3,159 antigens for binding position prediction. Token-level Classification. Given an antigen amino acid sequence, predict which amino acid positions are active epitope sites capable of antibody binding. Output is a list of indices for active positions. (1) Given the antigen sequence: GAGQSSPATGSQNQSGNTGSIINNYYMQQYQNSMDTQLGDNAISGGSNEGSTDTTSTHTTNTQNNDWFSKLASSAFTGLFGALLADKKTEEITLLEDRILTTRNGHTTSTTQSSVGVTYGYSTGEDHVSGPNTSGLETRVVQAERFFKKHLFDWTTDKPFGHIEKLELPTDHKGVYGQLVDSFAYMRNGWDVEVSAVGNQFNGGCLLVAMVPEFKDFTPREKYQLTLFPHQFISPRTNMTAHITVPYLGVNRYDQYNRHKPWTLVVMVVSPLTTSSIGASQIKVYTNIAPTHVHVAGELPSKEGIVPVACSDGYGGLVTTDPKTADPAYGMVYNPPRTNYPGRFTNLLDVAEACPTFLCFDDGKPYVETRTDDQRLLAKFDLSLAAKHMSNTYLSGIAQYYAQYSGTINLHFMFTGSTDSKARYMVAYVPPGVETPPETPERAAHCIHAEWDTGLNSKFTFSIPYVSAADYAYTASDVADTTNVQGWVCIYQITHGKAER..., which amino acid positions are active epitope sites? The epitope positions are: [666, 667, 668, 669, 670, 671, 672, 673, 674, 675, 676]. The amino acids at these positions are: RGDLGPLAARL. (2) Given the antigen sequence: MAENGDNEKMTALEAKICHQIEYYFGDFNLPRDKFLKEQIKLDEGWVPLETMIKFNRLNRLTTDFNVIVQALSKSKAKLMEVSADKTKIRRSPSRPLPEVTDEYKNDVKNRSVYIKGFPTDATLDDIKEWLDDKGQILNIQMRRTLHKTFKGSIFAVFDSIQSAKKFVEIPGQKYKDTNLLILFKEDYFAKKNEERKQSKVEAKLKAKQEHEGRHKPGSTETRALEGKMGCLLKFSGDLDDQTCREDLHFLFSNHGEIKWVDFARGAKEGIILFKEKAKEALEKARNANNGNLLLRNKKVTWKVLEGHAEKEALKKITDDQQESLNKWKSKGGHAGGRFKGSHVFTAARRFKGKGKGNRPGYAGAPKGRGQFHGRRTRFDDDDRRRGPMKRGRDGRDREEPASKHKKRENGARDK, which amino acid positions are active epitope sites? The epitope positions are: [286, 287, 288, 289, 290, 291, 292, 293, 294, 295, 296, 297, 298, 299, 300]. The amino acids at these positions are: NANNGNLLLRNKKVT. (3) The epitope positions are: [102, 103, 104, 105, 106, 107, 108, 109, 110, 111, 112, 113, 114, 115, 116, 117, 118, 119, 120, 121]. The amino acids at these positions are: NAGGNAGGNAGGNAGGNAGG. Given the antigen sequence: MKNFNLLAVSSILLVDLFRTHWGHNVDFSKAINLNGVSFSNVDASSLGAAQVRQSASRGRGLGENPKEEDGADKKKKKDEKQVEPKKPRENKLKQPVENADGNAGGNAGGNAGGNAGGNAGGNADGNAGGNAGGNAGGNAGGNAGGNADGNAGGNADGNAGGNADGNAGGNAGGNAGGNADGNAGGNAGGNAGGNAGGNAGGNAGGNAGGNADGNAGGNAGGNAGGNADGNAGGNAGGNAGGNAGGNAGGTAGGNADGNAGGNAGGNAGGNAGGNAGGNAGGNAGGNAGGNAGGNAGGNAGGNAGGNAGANAGNKKAGDAGAGQGQNNEAANMPNVKLVKEYLDKIRSTISTEWSPCSVTCGKGVRMRKKVSAANKKPEELDVNDLETEVCTMDKCAGIFNVVSNSLRLVILLVLALFN, which amino acid positions are active epitope sites? (4) Given the antigen sequence: MVKKQKRRKIKSMSWARKLLIAVLLILGLALLFNKPIRNTLIARNSNKYQVTKVSKKQIKKNKEAKSTFDFQAVEPVSTESVLQAQMAAQQLPVIGGIAIPELGINLPIFKGLGNTELIYGAGTMKEEQVMGGENNYSLASHHIFGITGSSQMLFSPLERAQNGMSIYLTDKEKIYEYIIKDVFTVAPERVDVIDDTAGLKEVTLVTCTDIEATERIIVKGELKTEYDFDKAPADVLKAFNHSYNQVST, which amino acid positions are active epitope sites? The epitope positions are: [79, 80, 81, 82, 83, 84, 85, 86, 87, 88, 89, 90, 91, 92, 93, 94, 95, 96, 97, 98]. The amino acids at these positions are: ESVLQAQMAAQQLPVIGGIA. (5) Given the antigen sequence: MPLSYQHFRKLLLLDDGTEAGPLEEELPRLADADLNRRVAEDLNLGNLNVSIPWTHKVGNFTGLYSSTVPIFNPEWQTPSFPKIHLQEDIINRCQQFVGPLTVNEKRRLKLIMPARFYPTHTKYLPLDKGIKPYYPDQVVNHYFQTRHYLHTLWKAGILYKRETTRSASFCGSPYSWEQELQHSQRHGDESFCSQPSGIPSRSSVGPCIRSQLNKSRLGLQPHQGPLASSQPGRSGSIRARAHPSTRRYFGVEPSGSGHIDHSVNNSSSCLHQSAVRKAAYSHLSTSKRQSSSGHAVEFHCLAPSSAGSQSQGSVSSCWWLQFRNSKPCSEYCLSHLVNLREDWGPCDDHGEHHIRIPRTPARVTGGVFLVDKNPHNTAESRLVVDFSQFSRGITRVSWPKFAVPNLQSLTNLLSSNLSWLSLDVSAAFYHIPLHPAAMPHLLIGSSGLSRYVARLSSNSRINNNQYGTMQNLHDSCSRQLFVSLMLLYKTYGWKLHLYS..., which amino acid positions are active epitope sites? The epitope positions are: [56, 57, 58, 59, 60, 61, 62, 63, 64, 65, 66, 67, 68, 69, 70, 71, 72, 73, 74, 75... (24 total positions)]. The amino acids at these positions are: KVGNFTGLYSSTVPIFNPEWQTPS. (6) Given the antigen sequence: MSTVKAPTLPASIFRAYDIRRVVGDTLTAETAYWIGRAIGSESLARGEPCVAVGRDGRLSGPELVKQLIQGLVDCGCQVSDVGMVPTPVLYYAANVLEGKSGVMLTGSHNPPDYNGFKIVVAGETLANEQIQALRERIEKNDLASGVGSVEQVDILPRYFKQIRDDIAMAKPMKVVVDCGNGVAGVIAPQLIEALGCSVIPLYCEVDGNFPNHHPDPGKPENLKDLIAKVKAENADLGLAFDGDGDRVGVVTNTGTIIYPDRLLMLFAKDVVSRNPGADIIFDVKCTRRLIALISGYGGRPVMWKTGHSLIKKKMKETGALLAGEMSGHVFFKERWFGFDDGIYSAARLLEILSQDQRDSEHVFSAFPSDISTPEINITVTEDSKFAIIEALQRDAQWGEGNITTLDGVRVDYPKGWGLVRASNTTPVLVLRFEADPEEELERIKTVFRNQLKAVDSSLPVPF, which amino acid positions are active epitope sites? The epitope positions are: [260, 261, 262, 263, 264, 265, 266, 267, 268, 269, 270, 271, 272, 273, 274]. The amino acids at these positions are: DRLLMLFAKDVVSRN. (7) The epitope positions are: [585, 586, 587, 588, 589, 590, 591, 592, 593, 594, 595, 596, 597, 598, 599, 600, 601, 602, 603, 604... (22 total positions)]. The amino acids at these positions are: QVVKQPDYLVVPGEVMEYKPRR. Given the antigen sequence: MAEGFAANRQWIGPEEAEELLDFDIAIQMNEEGPLNPGVNPFRVPGITEAEKQEYCNILQPKLQDLKGKIQEVKLEEGNAGKFRRARFLRYSDETVLSLIHLFIGYCPHLCRRHELGSLRHDIDIEALQEERYNDREKGITDNIKYGKRCLIGTAVLYLLLSLGIIIHTCKAQVVWRLPPLVVPVEESEIIFWDCWAPEEPACQDFLGAMIHLKASTNISIQEGPTLGNWAREIWGTLFKKATRQCRRGRIWRRWNETITGPLGCANNTCYNISVIVPDYQCYLDRVDTWLQGKVNISLCLTGGKMLYNKETKQLSYCTDPLQIPLINYTFGPNQTCMWNTSQIQDPEIPKCGWWNQNAYYNSCRWEHTDVQFQCQRTQSQPGSWIRAISSWKQRNRWEWRPDFESEKVKVSLQCNSTKNLTFAMRSSGDYGEVTGAWIEFGCHRTKSKYHTEARFRIRCRWNVGDNTSLIDTCGETQNVSRANPVDCTMYANRMYNCSL..., which amino acid positions are active epitope sites?